Dataset: Catalyst prediction with 721,799 reactions and 888 catalyst types from USPTO. Task: Predict which catalyst facilitates the given reaction. (1) The catalyst class is: 168. Reactant: [CH3:1][C:2]1[NH:3][C:4]2[C:9]([C:10]=1[CH3:11])=[C:8]([N:12]1[CH2:17][CH2:16][CH2:15][CH:14]([NH:18][CH3:19])[CH2:13]1)[CH:7]=[CH:6][C:5]=2[C:20]([NH2:22])=[O:21].CCN(C(C)C)C(C)C.[C:32](Cl)(=[O:35])[CH:33]=[CH2:34]. Product: [CH3:1][C:2]1[NH:3][C:4]2[C:9]([C:10]=1[CH3:11])=[C:8]([N:12]1[CH2:17][CH2:16][CH2:15][CH:14]([N:18]([CH3:19])[C:32](=[O:35])[CH:33]=[CH2:34])[CH2:13]1)[CH:7]=[CH:6][C:5]=2[C:20]([NH2:22])=[O:21]. (2) The catalyst class is: 2. Product: [C:31]([N:13]1[CH2:14][CH2:15][CH:10]([CH2:9][C:8]([NH:7][C:4]2[CH:3]=[CH:2][C:1]([C:17]3[CH:18]=[CH:19][CH:20]=[CH:21][CH:22]=3)=[CH:6][CH:5]=2)=[O:16])[CH2:11][CH2:12]1)(=[O:33])[CH3:32]. Reactant: [C:1]1([C:17]2[CH:22]=[CH:21][CH:20]=[CH:19][CH:18]=2)[CH:6]=[CH:5][C:4]([NH:7][C:8](=[O:16])[CH2:9][CH:10]2[CH2:15][CH2:14][NH:13][CH2:12][CH2:11]2)=[CH:3][CH:2]=1.Cl.C(N(CC)CC)C.[C:31](Cl)(=[O:33])[CH3:32]. (3) The catalyst class is: 3. Reactant: [CH:1]1([N:6]2[CH2:11][CH2:10][CH:9]([C:12]3[CH:17]=[CH:16][C:15]([NH:18][C:19]4[C:20]([C:38]([NH2:40])=[O:39])=[N:21][CH:22]=[C:23]([N:25]5[CH2:30][CH2:29][CH2:28][C@@H:27]([NH:31][C:32](N(CC)C)=[O:33])[CH2:26]5)[N:24]=4)=[CH:14][CH:13]=3)[CH2:8][CH2:7]2)[CH2:5][CH2:4][CH2:3][CH2:2]1.CCN(C(C)C)C(C)C.Br[CH2:51][C:52]1[CH:61]=[CH:60][CH:59]=[CH:58][C:53]=1C(OC)=O. Product: [CH:1]1([N:6]2[CH2:7][CH2:8][CH:9]([C:12]3[CH:17]=[CH:16][C:15]([NH:18][C:19]4[C:20]([C:38]([NH2:40])=[O:39])=[N:21][CH:22]=[C:23]([N:25]5[CH2:30][CH2:29][CH2:28][C@@H:27]([N:31]6[CH2:51][C:52]7[C:53](=[CH:58][CH:59]=[CH:60][CH:61]=7)[C:32]6=[O:33])[CH2:26]5)[N:24]=4)=[CH:14][CH:13]=3)[CH2:10][CH2:11]2)[CH2:2][CH2:3][CH2:4][CH2:5]1. (4) Reactant: C([O:3][C:4]([CH:6]1[CH:10]2[CH2:11][O:12][CH2:13][C:14](=O)[N:9]2[CH2:8][CH2:7]1)=O)C.[H-].[H-].[H-].[H-].[Li+].[Al+3].O.[OH-].[Na+]. Product: [CH2:11]1[CH:10]2[CH:6]([CH2:4][OH:3])[CH2:7][CH2:8][N:9]2[CH2:14][CH2:13][O:12]1. The catalyst class is: 1. (5) Reactant: [NH2:1][CH2:2][CH2:3][CH2:4][O:5][C:6]1[CH:11]=[CH:10][C:9]([F:12])=[CH:8][C:7]=1[C@H:13]1[CH2:17][CH2:16][CH2:15][N:14]1[C:18]1[CH:23]=[CH:22][N:21]2[N:24]=[CH:25][C:26]([CH2:27]O)=[C:20]2[N:19]=1.C1C=CC(P(C2C=CC=CC=2)C2C=CC=CC=2)=CC=1.ClC(Cl)(Cl)Cl. Product: [F:12][C:9]1[CH:8]=[C:7]2[C:6](=[CH:11][CH:10]=1)[O:5][CH2:4][CH2:3][CH2:2][NH:1][CH2:27][C:26]1=[C:20]3[N:19]=[C:18]([CH:23]=[CH:22][N:21]3[N:24]=[CH:25]1)[N:14]1[C@@H:13]2[CH2:17][CH2:16][CH2:15]1. The catalyst class is: 2. (6) Reactant: C[O:2][C:3]([C:5]1[CH:6]=[N:7][C:8]([C:11]2[CH:16]=[CH:15][C:14]([F:17])=[CH:13][CH:12]=2)=[CH:9][CH:10]=1)=[O:4].[OH-].[Na+]. Product: [F:17][C:14]1[CH:15]=[CH:16][C:11]([C:8]2[N:7]=[CH:6][C:5]([C:3]([OH:4])=[O:2])=[CH:10][CH:9]=2)=[CH:12][CH:13]=1. The catalyst class is: 1. (7) Reactant: [F:1][CH:2]([F:13])[O:3][C:4]1[CH:5]=[CH:6][C:7]([C:10](O)=[O:11])=[N:8][CH:9]=1.C(Cl)(=O)C([Cl:17])=O.CN(C)C=O.C1(C)C=CC=CC=1. Product: [F:1][CH:2]([F:13])[O:3][C:4]1[CH:5]=[CH:6][C:7]([C:10]([Cl:17])=[O:11])=[N:8][CH:9]=1. The catalyst class is: 4. (8) Reactant: N#N.[C:3]([O:7][C:8](=[O:22])[NH:9][C:10]1[N:11]=[C:12]([CH2:15][CH2:16][CH2:17][CH2:18][C:19](=[O:21])[CH3:20])[O:13][CH:14]=1)([CH3:6])([CH3:5])[CH3:4].[H-].[Na+].[CH2:25]([C:27]1[O:28][C:29]([C:35]2[CH:40]=[CH:39][CH:38]=[CH:37][CH:36]=2)=[C:30]([C:32](Cl)=[O:33])[N:31]=1)[CH3:26]. Product: [C:3]([O:7][C:8](=[O:22])[N:9]([C:32]([C:30]1[N:31]=[C:27]([CH2:25][CH3:26])[O:28][C:29]=1[C:35]1[CH:36]=[CH:37][CH:38]=[CH:39][CH:40]=1)=[O:33])[C:10]1[N:11]=[C:12]([CH2:15][CH2:16][CH2:17][CH2:18][C:19](=[O:21])[CH3:20])[O:13][CH:14]=1)([CH3:6])([CH3:4])[CH3:5]. The catalyst class is: 20. (9) Reactant: [OH:1][C@H:2]1[CH2:19][CH2:18][C@@:17]2([CH3:20])[C:4](=[CH:5][CH2:6][C@@H:7]3[C@@H:16]2[CH2:15][CH2:14][C@@:12]2([CH3:13])[C@H:8]3[CH2:9][CH:10]=[C:11]2[N:21]2[C:25]3[CH:26]=[CH:27][CH:28]=[CH:29][C:24]=3[N:23]=[CH:22]2)[CH2:3]1.CN1CCC(=O)CC1.C1(C)C=CC=CC=1.CC(C)[O-].[Al+3].CC(C)[O-].CC(C)[O-]. Product: [N:21]1([C:11]2[C@:12]3([CH2:14][CH2:15][C@H:16]4[C@@H:7]([CH2:6][CH2:5][C:4]5[C@:17]4([CH3:20])[CH2:18][CH2:19][C:2](=[O:1])[CH:3]=5)[C@@H:8]3[CH2:9][CH:10]=2)[CH3:13])[C:25]2[CH:26]=[CH:27][CH:28]=[CH:29][C:24]=2[N:23]=[CH:22]1. The catalyst class is: 25.